Task: Regression. Given a peptide amino acid sequence and an MHC pseudo amino acid sequence, predict their binding affinity value. This is MHC class I binding data.. Dataset: Peptide-MHC class I binding affinity with 185,985 pairs from IEDB/IMGT (1) The peptide sequence is HLYNILNNI. The MHC is HLA-B15:01 with pseudo-sequence HLA-B15:01. The binding affinity (normalized) is 0.325. (2) The peptide sequence is GYAGTLQSL. The MHC is HLA-A24:02 with pseudo-sequence HLA-A24:02. The binding affinity (normalized) is 0.473.